From a dataset of Full USPTO retrosynthesis dataset with 1.9M reactions from patents (1976-2016). Predict the reactants needed to synthesize the given product. (1) Given the product [CH:16]1([N:7]2[CH2:8][C:9]3([CH2:11][CH2:10]3)[C:12](=[O:15])[N:13]([CH3:14])[C:5]3[CH:4]=[N:3][C:2]([NH:22][C:23]4[CH:31]=[CH:30][C:26]([C:27]([OH:29])=[O:28])=[CH:25][C:24]=4[O:32][CH3:33])=[N:21][C:6]2=3)[CH2:20][CH2:19][CH2:18][CH2:17]1, predict the reactants needed to synthesize it. The reactants are: Cl[C:2]1[N:3]=[CH:4][C:5]2[N:13]([CH3:14])[C:12](=[O:15])[C:9]3([CH2:11][CH2:10]3)[CH2:8][N:7]([CH:16]3[CH2:20][CH2:19][CH2:18][CH2:17]3)[C:6]=2[N:21]=1.[NH2:22][C:23]1[CH:31]=[CH:30][C:26]([C:27]([OH:29])=[O:28])=[CH:25][C:24]=1[O:32][CH3:33].C(O)C.Cl. (2) Given the product [F:19][C:18]([F:20])([F:21])[C:15]1[N:13]2[N:14]=[C:9]([N:2]3[CH2:3][CH:4]4[CH2:8][N:7]([CH2:30][C:27]5[CH:28]=[N:29][C:24]([C:23]([F:33])([F:22])[F:32])=[CH:25][CH:26]=5)[CH2:6][CH:5]4[CH2:1]3)[CH:10]=[CH:11][C:12]2=[N:17][N:16]=1, predict the reactants needed to synthesize it. The reactants are: [CH2:1]1[CH:5]2[CH2:6][NH:7][CH2:8][CH:4]2[CH2:3][N:2]1[C:9]1[CH:10]=[CH:11][C:12]2[N:13]([C:15]([C:18]([F:21])([F:20])[F:19])=[N:16][N:17]=2)[N:14]=1.[F:22][C:23]([F:33])([F:32])[C:24]1[N:29]=[CH:28][C:27]([CH:30]=O)=[CH:26][CH:25]=1. (3) Given the product [C:18]([C:2]1[C:3]([C:11]2[CH:16]=[CH:15][CH:14]=[CH:13][CH:12]=2)=[N:4][S:5][C:6]=1[C:7]([O:9][CH3:10])=[O:8])#[N:19], predict the reactants needed to synthesize it. The reactants are: I[C:2]1[C:3]([C:11]2[CH:16]=[CH:15][CH:14]=[CH:13][CH:12]=2)=[N:4][S:5][C:6]=1[C:7]([O:9][CH3:10])=[O:8].[Cu](C#N)[C:18]#[N:19]. (4) Given the product [Br:3][C:4]1[CH:12]=[CH:11][CH:10]=[C:9]2[C:5]=1[CH:6]=[CH:7][N:8]2[Si:16]([CH:20]([CH3:22])[CH3:21])([CH:17]([CH3:19])[CH3:18])[CH:13]([CH3:15])[CH3:14], predict the reactants needed to synthesize it. The reactants are: [H-].[Na+].[Br:3][C:4]1[CH:12]=[CH:11][CH:10]=[C:9]2[C:5]=1[CH:6]=[CH:7][NH:8]2.[CH:13]([Si:16](Cl)([CH:20]([CH3:22])[CH3:21])[CH:17]([CH3:19])[CH3:18])([CH3:15])[CH3:14]. (5) Given the product [ClH:21].[CH3:1][C:2]1[S:3][C:4]2[NH:9][C:10]3[CH:15]=[CH:14][CH:13]=[CH:12][C:11]=3[N:16]=[C:7]([NH2:8])[C:5]=2[N:6]=1, predict the reactants needed to synthesize it. The reactants are: [CH3:1][C:2]1[S:3][C:4]([NH:9][C:10]2[CH:15]=[CH:14][CH:13]=[CH:12][C:11]=2[N+:16]([O-])=O)=[C:5]([C:7]#[N:8])[N:6]=1.O.[Sn](Cl)[Cl:21]. (6) Given the product [Br:18][C:15]1[CH:16]=[CH:17][C:12]2[N:13]([CH:2]=[C:3]([C:5]3[CH:10]=[CH:9][CH:8]=[CH:7][CH:6]=3)[N:11]=2)[CH:14]=1, predict the reactants needed to synthesize it. The reactants are: Br[CH2:2][C:3]([C:5]1[CH:10]=[CH:9][CH:8]=[CH:7][CH:6]=1)=O.[NH2:11][C:12]1[CH:17]=[CH:16][C:15]([Br:18])=[CH:14][N:13]=1.C(=O)([O-])O.[Na+].